This data is from Full USPTO retrosynthesis dataset with 1.9M reactions from patents (1976-2016). The task is: Predict the reactants needed to synthesize the given product. (1) Given the product [Cl:1][C:2]1[CH:3]=[CH:4][C:5]2[N:6]([C:11]([C:12]([O:14][CH2:15][CH3:16])=[O:13])=[N:9][N:8]=2)[CH:7]=1, predict the reactants needed to synthesize it. The reactants are: [Cl:1][C:2]1[CH:3]=[CH:4][C:5]([NH:8][NH2:9])=[N:6][CH:7]=1.O=[CH:11][C:12]([O:14][CH2:15][CH3:16])=[O:13].C(OI(C1C=CC=CC=1)OC(=O)C)(=O)C. (2) Given the product [NH2:79][C:74]1[CH:73]=[C:72]([C:68]([CH3:71])([CH3:69])[CH3:70])[CH:77]=[CH:76][C:75]=1[NH:78][C:29](=[O:30])[CH2:28][CH2:27][CH:25]1[CH2:26][CH:23]([N:22]([CH2:21][C@@H:13]2[C@@H:14]3[C@@H:15]([O:16][C:17]([CH3:19])([CH3:20])[O:18]3)[C@H:11]([N:6]3[CH:5]=[N:4][C:3]4[C:7]3=[N:8][CH:9]=[N:10][C:2]=4[NH2:1])[O:12]2)[CH2:32][CH3:33])[CH2:24]1, predict the reactants needed to synthesize it. The reactants are: [NH2:1][C:2]1[N:10]=[CH:9][N:8]=[C:7]2[C:3]=1[N:4]=[CH:5][N:6]2[C@H:11]1[C@@H:15]2[O:16][C:17]([CH3:20])([CH3:19])[O:18][C@@H:14]2[C@@H:13]([CH2:21][N:22]([CH2:32][CH3:33])[CH:23]2[CH2:26][CH:25]([CH2:27][CH2:28][C:29](O)=[O:30])[CH2:24]2)[O:12]1.C1C=NC2N(O)N=NC=2C=1.CN(C(ON1N=NC2C=CC=NC1=2)=[N+](C)C)C.F[P-](F)(F)(F)(F)F.[C:68]([C:72]1[CH:73]=[C:74]([NH2:79])[C:75]([NH2:78])=[CH:76][CH:77]=1)([CH3:71])([CH3:70])[CH3:69]. (3) The reactants are: F[C:2]1[CH:7]=[CH:6][N:5]2[C:8]([C:11]([NH:13][C:14]3[CH:22]=[CH:21][CH:20]=[C:19]4[C:15]=3[C:16]([CH3:33])=[N:17][N:18]4[CH2:23][C:24]3[CH:29]=[CH:28][CH:27]=[C:26]([CH:30]([CH3:32])[CH3:31])[N:25]=3)=[O:12])=[CH:9][N:10]=[C:4]2[CH:3]=1.[O:34]1[CH2:39][CH2:38][N:37]([CH2:40][CH2:41][OH:42])[CH2:36][CH2:35]1.CC(C)([O-])C.[K+]. Given the product [CH:30]([C:26]1[N:25]=[C:24]([CH2:23][N:18]2[C:19]3[C:15](=[C:14]([NH:13][C:11]([C:8]4[N:5]5[CH:6]=[CH:7][C:2]([O:42][CH2:41][CH2:40][N:37]6[CH2:38][CH2:39][O:34][CH2:35][CH2:36]6)=[CH:3][C:4]5=[N:10][CH:9]=4)=[O:12])[CH:22]=[CH:21][CH:20]=3)[C:16]([CH3:33])=[N:17]2)[CH:29]=[CH:28][CH:27]=1)([CH3:31])[CH3:32], predict the reactants needed to synthesize it. (4) Given the product [F:1][C:2]1[CH:7]=[CH:6][C:5]([S:16]([Cl:15])(=[O:18])=[O:17])=[CH:4][C:3]=1[S:8]([C:11]([F:12])([F:13])[F:14])(=[O:9])=[O:10], predict the reactants needed to synthesize it. The reactants are: [F:1][C:2]1[CH:7]=[CH:6][CH:5]=[CH:4][C:3]=1[S:8]([C:11]([F:14])([F:13])[F:12])(=[O:10])=[O:9].[Cl:15][S:16](O)(=[O:18])=[O:17]. (5) Given the product [F:21][C:18]1([F:20])[O:17][C:16]([F:22])([F:23])[C:15]2[CH:24]=[C:11]([CH2:9][OH:8])[CH:12]=[CH:13][C:14]=2[O:19]1, predict the reactants needed to synthesize it. The reactants are: [H-].[H-].[H-].[H-].[Li+].[Al+3].C[O:8][C:9]([C:11]1[CH:12]=[CH:13][C:14]2[O:19][C:18]([F:21])([F:20])[O:17][C:16]([F:23])([F:22])[C:15]=2[CH:24]=1)=O.O.[OH-].[Na+]. (6) The reactants are: [Cl:1][C:2]1[CH:6]=[CH:5][S:4][C:3]=1[C:7]1[N:8]=[C:9]([NH2:12])[S:10][CH:11]=1.[Cl:13][C:14]1[CH:19]=[C:18]([Cl:20])[C:17]([Cl:21])=[CH:16][C:15]=1[S:22](Cl)(=[O:24])=[O:23]. Given the product [Cl:13][C:14]1[CH:19]=[C:18]([Cl:20])[C:17]([Cl:21])=[CH:16][C:15]=1[S:22]([NH:12][C:9]1[S:10][CH:11]=[C:7]([C:3]2[S:4][CH:5]=[CH:6][C:2]=2[Cl:1])[N:8]=1)(=[O:24])=[O:23], predict the reactants needed to synthesize it. (7) The reactants are: [Cl:1][C:2]1[CH:7]=[CH:6][C:5]([N:8]([C:12]2[CH:17]=[CH:16][CH:15]=[CH:14][C:13]=2[C:18]([F:21])([F:20])[F:19])[C:9](=[O:11])[NH2:10])=[CH:4][C:3]=1C(O)=O.[NH2:25][C:26]1[CH:27]=[N:28][CH:29]=[CH:30][CH:31]=1.C(Cl)Cl.CS(C)=O.[CH2:39]1[CH2:43][O:42][CH2:41][CH2:40]1. Given the product [Cl:1][C:2]1([C:9](=[O:11])[NH:8][C:5]2[CH:6]=[CH:41][CH:40]=[C:39]([C:43](=[O:42])[NH:25][C:26]3[CH:27]=[N:28][CH:29]=[CH:30][CH:31]=3)[CH:4]=2)[CH:7]=[CH:6][C:5]([N:8]([C:12]2[CH:17]=[CH:16][CH:15]=[CH:14][C:13]=2[C:18]([F:20])([F:21])[F:19])[C:9](=[O:11])[NH2:10])=[CH:4][CH2:3]1, predict the reactants needed to synthesize it.